Dataset: Full USPTO retrosynthesis dataset with 1.9M reactions from patents (1976-2016). Task: Predict the reactants needed to synthesize the given product. (1) Given the product [CH2:26]([NH:33][C:2]1[C:7]2[N:8]=[C:9]([CH2:20][O:21][CH2:22][CH3:23])[N:10]([NH:11][CH2:12][CH2:13][CH2:14][NH:15][S:16]([CH3:19])(=[O:18])=[O:17])[C:6]=2[C:5]([CH3:24])=[C:4]([CH3:25])[N:3]=1)[C:27]1[CH:32]=[CH:31][CH:30]=[CH:29][CH:28]=1, predict the reactants needed to synthesize it. The reactants are: Cl[C:2]1[C:7]2[N:8]=[C:9]([CH2:20][O:21][CH2:22][CH3:23])[N:10]([NH:11][CH2:12][CH2:13][CH2:14][NH:15][S:16]([CH3:19])(=[O:18])=[O:17])[C:6]=2[C:5]([CH3:24])=[C:4]([CH3:25])[N:3]=1.[CH2:26]([NH2:33])[C:27]1[CH:32]=[CH:31][CH:30]=[CH:29][CH:28]=1.Cl.N1C=CC=CC=1. (2) Given the product [Cl:1][C:2]1[N:3]=[CH:4][C:5]2[CH2:6][N:17]([C:16]3[CH:18]=[CH:19][C:13]([F:12])=[C:14]([N+:20]([O-:22])=[O:21])[CH:15]=3)[C:23](=[O:25])[N:10]([CH3:11])[C:8]=2[CH:9]=1, predict the reactants needed to synthesize it. The reactants are: [Cl:1][C:2]1[CH:9]=[C:8]([NH:10][CH3:11])[C:5]([CH:6]=O)=[CH:4][N:3]=1.[F:12][C:13]1[CH:19]=[CH:18][C:16]([NH2:17])=[CH:15][C:14]=1[N+:20]([O-:22])=[O:21].[C:23](O[BH-](OC(=O)C)OC(=O)C)(=[O:25])C.[Na+].O=C(Cl)OC(Cl)(Cl)Cl. (3) The reactants are: [Br:1][C:2]1[CH:11]=[CH:10][CH:9]=[C:8]2[C:3]=1[CH:4]=[CH:5][N:6]=[C:7]2Cl.[NH3:13].CO. Given the product [NH2:13][C:7]1[C:8]2[C:3](=[C:2]([Br:1])[CH:11]=[CH:10][CH:9]=2)[CH:4]=[CH:5][N:6]=1, predict the reactants needed to synthesize it. (4) Given the product [CH2:16]([O:23][NH:24][C:2]1[C:7]([C:8]([O:10][CH2:11][CH3:12])=[O:9])=[CH:6][N:5]=[C:4]([S:13][CH3:14])[N:3]=1)[C:17]1[CH:22]=[CH:21][CH:20]=[CH:19][CH:18]=1, predict the reactants needed to synthesize it. The reactants are: Cl[C:2]1[C:7]([C:8]([O:10][CH2:11][CH3:12])=[O:9])=[CH:6][N:5]=[C:4]([S:13][CH3:14])[N:3]=1.Cl.[CH2:16]([O:23][NH2:24])[C:17]1[CH:22]=[CH:21][CH:20]=[CH:19][CH:18]=1.C(Cl)(Cl)Cl.O. (5) Given the product [C:46]([O:45][C@@H:40]([C:15]1[C:16]([CH3:39])=[N:17][C:18]2=[CH:22][C:21]3=[N:20][N:19]2[C:14]=1[C:11]1[CH:12]=[C:13]2[C:8]([O:7][CH2:6][CH2:5][CH:4]2[CH2:1][CH:2]=[CH:3][CH2:36][O:35][C:30]2[CH:31]=[CH:32][CH:33]=[CH:34][C:29]=2[C:25]2[CH:24]=[C:23]3[CH:28]=[CH:27][CH:26]=2)=[CH:9][CH:10]=1)[C:41]([O:43][CH3:44])=[O:42])([CH3:47])([CH3:48])[CH3:49], predict the reactants needed to synthesize it. The reactants are: [CH2:1]([CH:4]1[C:13]2[C:8](=[CH:9][CH:10]=[C:11]([C:14]3[N:19]4[N:20]=[C:21]([C:23]5[CH:24]=[C:25]([C:29]6[CH:34]=[CH:33][CH:32]=[CH:31][C:30]=6[O:35][CH2:36]C=C)[CH:26]=[CH:27][CH:28]=5)[CH:22]=[C:18]4[N:17]=[C:16]([CH3:39])[C:15]=3[C@H:40]([O:45][C:46]([CH3:49])([CH3:48])[CH3:47])[C:41]([O:43][CH3:44])=[O:42])[CH:12]=2)[O:7][CH2:6][CH2:5]1)[CH:2]=[CH2:3]. (6) Given the product [Cl:1][C:2]1[C:3]([NH:16][NH:17][C:24]([CH:21]2[CH2:22][CH2:23][O:18][CH2:19][CH2:20]2)=[O:25])=[N:4][C:5]2[C:10]([N:11]=1)=[CH:9][C:8]([C:12]([O:14][CH3:15])=[O:13])=[CH:7][CH:6]=2, predict the reactants needed to synthesize it. The reactants are: [Cl:1][C:2]1[C:3]([NH:16][NH2:17])=[N:4][C:5]2[C:10]([N:11]=1)=[CH:9][C:8]([C:12]([O:14][CH3:15])=[O:13])=[CH:7][CH:6]=2.[O:18]1[CH2:23][CH2:22][CH:21]([C:24](O)=[O:25])[CH2:20][CH2:19]1.C(N(C(C)C)CC)(C)C.F[P-](F)(F)(F)(F)F.Br[P+](N1CCCC1)(N1CCCC1)N1CCCC1. (7) Given the product [Cl:18][C:15]1[CH:16]=[CH:17][C:9]2[S:8][N:13]=[C:11]([OH:12])[C:10]=2[CH:14]=1, predict the reactants needed to synthesize it. The reactants are: C([S:8][C:9]1[CH:17]=[CH:16][C:15]([Cl:18])=[CH:14][C:10]=1[C:11]([NH2:13])=[O:12])C1C=CC=CC=1.S(Cl)(Cl)(=O)=O. (8) Given the product [ClH:1].[Cl:1][C:2]1[CH:3]=[C:4]([CH:33]=[CH:34][CH:35]=1)[CH2:5][N:6]1[C:14]2[C:9](=[CH:10][C:11]([F:19])=[CH:12][C:13]=2[O:15][CH2:16][CH2:17][NH:37][CH3:36])[C:8]([S:20]([C:23]2[C:32]3[C:27](=[CH:28][CH:29]=[CH:30][CH:31]=3)[CH:26]=[CH:25][CH:24]=2)(=[O:21])=[O:22])=[N:7]1, predict the reactants needed to synthesize it. The reactants are: [Cl:1][C:2]1[CH:3]=[C:4]([CH:33]=[CH:34][CH:35]=1)[CH2:5][N:6]1[C:14]2[C:9](=[CH:10][C:11]([F:19])=[CH:12][C:13]=2[O:15][CH2:16][CH2:17]Cl)[C:8]([S:20]([C:23]2[C:32]3[C:27](=[CH:28][CH:29]=[CH:30][CH:31]=3)[CH:26]=[CH:25][CH:24]=2)(=[O:22])=[O:21])=[N:7]1.[CH3:36][NH2:37].Cl.CCOCC. (9) Given the product [NH2:1][C:2]1[C:11]([C:12]#[N:13])=[C:10]([NH:22][CH2:15][C:16]2[CH:21]=[CH:20][CH:19]=[CH:18][CH:17]=2)[C:9]2[C:4](=[CH:5][CH:6]=[CH:7][CH:8]=2)[N:3]=1, predict the reactants needed to synthesize it. The reactants are: [NH2:1][C:2]1[C:11]([C:12]#[N:13])=[C:10](Cl)[C:9]2[C:4](=[CH:5][CH:6]=[CH:7][CH:8]=2)[N:3]=1.[CH2:15]([NH2:22])[C:16]1[CH:21]=[CH:20][CH:19]=[CH:18][CH:17]=1. (10) Given the product [NH2:18][C:17]1[C:14]([C:15]#[N:16])=[C:13]([C:12]2[CH:11]=[CH:10][C:9]([O:8][CH2:7][CH:5]3[CH2:4][O:3][C:2]([CH3:21])([CH3:1])[O:6]3)=[CH:20][CH:19]=2)[C:24]([C:22]#[N:23])=[C:25]([SH:26])[N:27]=1, predict the reactants needed to synthesize it. The reactants are: [CH3:1][C:2]1([CH3:21])[O:6][CH:5]([CH2:7][O:8][C:9]2[CH:20]=[CH:19][C:12]([CH:13]=[C:14]([C:17]#[N:18])[C:15]#[N:16])=[CH:11][CH:10]=2)[CH2:4][O:3]1.[C:22]([CH2:24][C:25]([NH2:27])=[S:26])#[N:23].CN1CCOCC1.